Dataset: Forward reaction prediction with 1.9M reactions from USPTO patents (1976-2016). Task: Predict the product of the given reaction. (1) Given the reactants [CH2:1]([N:3]1[CH:12]=[C:11]([C:13]([OH:15])=O)[C:10]2[C:5](=[CH:6][C:7]([O:16][CH3:17])=[CH:8][CH:9]=2)[C:4]1=[O:18])[CH3:2].[CH2:19]([NH2:23])[CH2:20][CH2:21][CH3:22].C(N(CC)CC)C, predict the reaction product. The product is: [CH2:19]([NH:23][C:13]([C:11]1[C:10]2[C:5](=[CH:6][C:7]([O:16][CH3:17])=[CH:8][CH:9]=2)[C:4](=[O:18])[N:3]([CH2:1][CH3:2])[CH:12]=1)=[O:15])[CH2:20][CH2:21][CH3:22]. (2) Given the reactants [Cl:1][C:2]1[CH:10]=[C:9]([Cl:11])[CH:8]=[CH:7][C:3]=1[C:4]([OH:6])=O.[O:12]1[CH2:17][CH2:16][N:15]([CH:18]([C:21]2[CH:22]=[N:23][C:24]([C:27]([F:30])([F:29])[F:28])=[N:25][CH:26]=2)[CH2:19][NH2:20])[CH2:14][CH2:13]1, predict the reaction product. The product is: [Cl:1][C:2]1[CH:10]=[C:9]([Cl:11])[CH:8]=[CH:7][C:3]=1[C:4]([NH:20][CH2:19][CH:18]([N:15]1[CH2:16][CH2:17][O:12][CH2:13][CH2:14]1)[C:21]1[CH:26]=[N:25][C:24]([C:27]([F:29])([F:30])[F:28])=[N:23][CH:22]=1)=[O:6]. (3) Given the reactants N(C(OC(C)C)=O)=NC(OC(C)C)=O.[CH2:15]([N:17]([CH2:39][CH3:40])[C:18](=[O:38])[CH2:19][C:20]1[C:21]([C:31]2[CH:36]=[CH:35][C:34]([OH:37])=[CH:33][CH:32]=2)=[N:22][N:23]2[C:28]([CH3:29])=[CH:27][C:26]([CH3:30])=[N:25][C:24]=12)[CH3:16].C1(P(C2C=CC=CC=2)C2C=CC=CC=2)C=CC=CC=1.[S:60]([C:67]1[CH:73]=[CH:72][C:70]([CH3:71])=[CH:69][CH:68]=1)([O:63][CH2:64][CH2:65]O)(=[O:62])=[O:61], predict the reaction product. The product is: [CH2:39]([N:17]([CH2:15][CH3:16])[C:18]([CH2:19][C:20]1[C:21]([C:31]2[CH:32]=[CH:33][C:34]([O:37][CH2:65][CH2:64][O:63][S:60]([C:67]3[CH:73]=[CH:72][C:70]([CH3:71])=[CH:69][CH:68]=3)(=[O:62])=[O:61])=[CH:35][CH:36]=2)=[N:22][N:23]2[C:28]([CH3:29])=[CH:27][C:26]([CH3:30])=[N:25][C:24]=12)=[O:38])[CH3:40].